The task is: Predict which catalyst facilitates the given reaction.. This data is from Catalyst prediction with 721,799 reactions and 888 catalyst types from USPTO. (1) The catalyst class is: 46. Reactant: [OH:1][C:2]1([C:12]#[C:13][C:14]2[CH:22]=[CH:21][CH:20]=[CH:19][C:15]=2[C:16]([OH:18])=[O:17])[C:7]([CH3:9])([CH3:8])[CH:6]2[CH2:10][C:3]1([CH3:11])[CH2:4][CH2:5]2.ON1C2C=CC=CC=2N=N1.Cl.C(N=C=NCCCN(C)C)C.[CH3:45][O:46][CH2:47][CH2:48]O.C(N(CC)CC)C. Product: [OH:1][C:2]1([C:12]#[C:13][C:14]2[CH:22]=[CH:21][CH:20]=[CH:19][C:15]=2[C:16]([O:18][CH2:48][CH2:47][O:46][CH3:45])=[O:17])[C:7]([CH3:8])([CH3:9])[CH:6]2[CH2:10][C:3]1([CH3:11])[CH2:4][CH2:5]2. (2) The catalyst class is: 63. Reactant: C(OC([N:11]1[CH2:16][CH2:15][C:14]([C:17]2[C:26]3[C:21](=[CH:22][CH:23]=[C:24]([O:27][CH3:28])[CH:25]=3)[CH:20]=[CH:19][CH:18]=2)=[CH:13][CH2:12]1)=O)C1C=CC=CC=1. Product: [CH3:28][O:27][C:24]1[CH:25]=[C:26]2[C:21]([CH:20]=[CH:19][CH:18]=[C:17]2[C:14]2[CH2:15][CH2:16][NH:11][CH2:12][CH:13]=2)=[CH:22][CH:23]=1.[NH:11]1[CH2:16][CH2:15][CH2:14][CH2:13][CH2:12]1. (3) Reactant: [ClH:1].C(OCC)C.[F:7][C:8]1[CH:13]=[CH:12][C:11]([NH:14][C:15]2[N:20]=[C:19]([NH:21][CH2:22][CH2:23][CH3:24])[N:18]=[C:17]([NH:25][CH2:26][C:27]#[CH:28])[N:16]=2)=[CH:10][CH:9]=1. Product: [ClH:1].[F:7][C:8]1[CH:9]=[CH:10][C:11]([NH:14][C:15]2[N:16]=[C:17]([NH:25][CH2:26][CH2:27][CH3:28])[N:18]=[C:19]([NH:21][CH2:22][C:23]#[CH:24])[N:20]=2)=[CH:12][CH:13]=1. The catalyst class is: 27. (4) Reactant: [OH:1][C:2]1[C:9]([CH3:10])=[CH:8][C:7]([CH3:11])=[CH:6][C:3]=1[CH:4]=O.[C:12]([O:16][C:17](=[O:38])[CH2:18]P(C1C=CC=CC=1)(C1C=CC=CC=1)C1C=CC=CC=1)([CH3:15])([CH3:14])[CH3:13].C1CCN2C(=NCCC2)CC1. Product: [OH:1][C:2]1[C:9]([CH3:10])=[CH:8][C:7]([CH3:11])=[CH:6][C:3]=1/[CH:4]=[CH:18]/[C:17]([O:16][C:12]([CH3:15])([CH3:14])[CH3:13])=[O:38]. The catalyst class is: 1. (5) Reactant: [C:1]1([S:7][CH:8]2[CH2:11][N:10](C(OC(C)(C)C)=O)[CH2:9]2)[CH:6]=[CH:5][CH:4]=[CH:3][CH:2]=1. Product: [C:1]1([S:7][CH:8]2[CH2:11][NH:10][CH2:9]2)[CH:6]=[CH:5][CH:4]=[CH:3][CH:2]=1. The catalyst class is: 137.